Task: Predict the reactants needed to synthesize the given product.. Dataset: Full USPTO retrosynthesis dataset with 1.9M reactions from patents (1976-2016) (1) Given the product [N+:14]([C:17]1[CH:22]=[CH:21][CH:20]=[CH:19][C:18]=1[S:23]([NH:26][C:27]1[CH:32]=[CH:31][CH:30]=[CH:29][C:28]=1[C:33]1[CH:38]=[CH:37][CH:36]=[CH:35][N:34]=1)(=[O:24])=[O:25])([O-:16])=[O:15].[Ni:9], predict the reactants needed to synthesize it. The reactants are: O.O.O.O.C([O-])(=O)C.[Ni+2:9].C([O-])(=O)C.[N+:14]([C:17]1[CH:22]=[CH:21][CH:20]=[CH:19][C:18]=1[S:23]([NH:26][C:27]1[CH:32]=[CH:31][CH:30]=[CH:29][C:28]=1[C:33]1[CH:38]=[CH:37][CH:36]=[CH:35][N:34]=1)(=[O:25])=[O:24])([O-:16])=[O:15].[OH-].[Na+].CCCCC. (2) The reactants are: Br[C:2]1(Br)[C:10]2[CH:9]=[N:8][C:7]([Cl:11])=[N:6][C:5]=2[NH:4][C:3]1=[O:12]. Given the product [Cl:11][C:7]1[N:8]=[CH:9][C:10]2[CH2:2][C:3](=[O:12])[NH:4][C:5]=2[N:6]=1, predict the reactants needed to synthesize it. (3) Given the product [O:4]1[C:8]2[CH:9]=[CH:10][CH:11]=[C:12]([N:13]3[CH2:18][CH2:17][N:16]([CH2:19][CH2:20][C@H:21]4[CH2:26][CH2:25][C@H:24]([NH:27][C:36](=[O:37])[CH2:35][C@@H:32]5[CH2:33][CH2:34][C@@H:30]([O:29][CH3:28])[CH2:31]5)[CH2:23][CH2:22]4)[CH2:15][CH2:14]3)[C:7]=2[O:6][CH2:5]1, predict the reactants needed to synthesize it. The reactants are: Cl.Cl.Cl.[O:4]1[C:8]2[CH:9]=[CH:10][CH:11]=[C:12]([N:13]3[CH2:18][CH2:17][N:16]([CH2:19][CH2:20][C@H:21]4[CH2:26][CH2:25][C@H:24]([NH2:27])[CH2:23][CH2:22]4)[CH2:15][CH2:14]3)[C:7]=2[O:6][CH2:5]1.[CH3:28][O:29][C@@H:30]1[CH2:34][CH2:33][C@@H:32]([CH2:35][C:36](OC)=[O:37])[CH2:31]1. (4) The reactants are: [NH2:1][C:2]1[CH:3]=[CH:4][C:5](Br)=[C:6]2[C:10]=1[C:9](=[O:11])[N:8]([CH3:12])[CH2:7]2.[C:14]1(/[CH:20]=[CH:21]/B(O)O)[CH:19]=[CH:18][CH:17]=[CH:16][CH:15]=1.C(=O)([O-])[O-].[K+].[K+].ClCCl. Given the product [NH2:1][C:2]1[CH:3]=[CH:4][C:5](/[CH:21]=[CH:20]/[C:14]2[CH:19]=[CH:18][CH:17]=[CH:16][CH:15]=2)=[C:6]2[C:10]=1[C:9](=[O:11])[N:8]([CH3:12])[CH2:7]2, predict the reactants needed to synthesize it. (5) Given the product [Cl:15][C:16]1[N:17]=[CH:18][C:19]([C:20]([N:6]2[CH:7]([C:27]3[C:28]4[C:33](=[CH:32][CH:31]=[CH:30][CH:29]=4)[NH:25][CH:26]=3)[C:8]3[C:13](=[CH:12][CH:11]=[CH:10][CH:9]=3)[C:14]3[CH:1]=[CH:2][CH:3]=[CH:4][C:5]2=3)=[O:21])=[CH:23][CH:24]=1, predict the reactants needed to synthesize it. The reactants are: [CH:1]1[C:14]2[C:5](=[N:6][CH:7]=[C:8]3[C:13]=2[CH:12]=[CH:11][CH:10]=[CH:9]3)[CH:4]=[CH:3][CH:2]=1.[Cl:15][C:16]1[CH:24]=[CH:23][C:19]([C:20](Cl)=[O:21])=[CH:18][N:17]=1.[NH:25]1[C:33]2[C:28](=[CH:29][CH:30]=[CH:31][CH:32]=2)[CH:27]=[CH:26]1. (6) Given the product [C:6]([O:10][C:11]([N:13]1[CH2:18][CH2:17][N:16]([CH2:19][C:20]2[CH:25]=[C:24]([F:26])[CH:23]=[CH:22][C:21]=2[C:28]([OH:30])=[O:29])[CH2:15][CH2:14]1)=[O:12])([CH3:9])([CH3:8])[CH3:7], predict the reactants needed to synthesize it. The reactants are: C([Li])CCC.[C:6]([O:10][C:11]([N:13]1[CH2:18][CH2:17][N:16]([CH2:19][C:20]2[CH:25]=[C:24]([F:26])[CH:23]=[CH:22][C:21]=2Br)[CH2:15][CH2:14]1)=[O:12])([CH3:9])([CH3:8])[CH3:7].[C:28](=[O:30])=[O:29]. (7) Given the product [CH2:11]([N:7]1[C:8]2[C:4](=[CH:3][C:2]([C:17]3[CH:18]=[CH:19][S:15][CH:16]=3)=[CH:10][CH:9]=2)[C:5]([C:13]#[N:14])=[CH:6]1)[CH3:12], predict the reactants needed to synthesize it. The reactants are: Br[C:2]1[CH:3]=[C:4]2[C:8](=[CH:9][CH:10]=1)[N:7]([CH2:11][CH3:12])[CH:6]=[C:5]2[C:13]#[N:14].[S:15]1[CH:19]=[CH:18][C:17](B(O)O)=[CH:16]1.[F-].[Cs+]. (8) Given the product [C:13]([O:16][C@H:17]([CH3:23])[CH2:18][CH2:19][CH2:20][CH2:21][N:7]1[C:6](=[O:12])[CH:5]=[C:4]([NH2:3])[N:9]([CH3:10])[C:8]1=[O:11])(=[O:15])[CH3:14], predict the reactants needed to synthesize it. The reactants are: [H-].[Na+].[NH2:3][C:4]1[N:9]([CH3:10])[C:8](=[O:11])[NH:7][C:6](=[O:12])[CH:5]=1.[C:13]([O:16][C@H:17]([CH3:23])[CH2:18][CH2:19][CH2:20][CH2:21]Cl)(=[O:15])[CH3:14].[Cl-].[Na+]. (9) Given the product [CH3:13][NH:12][CH2:11][CH:8]1[CH2:7][C:6]2[CH:5]=[CH:4][CH:3]=[C:2]([C:19]3[CH:18]=[CH:17][CH:16]=[C:15]([CH3:14])[CH:20]=3)[C:10]=2[O:9]1, predict the reactants needed to synthesize it. The reactants are: Br[C:2]1[C:10]2[O:9][CH:8]([CH2:11][NH:12][CH3:13])[CH2:7][C:6]=2[CH:5]=[CH:4][CH:3]=1.[CH3:14][C:15]1[CH:16]=[C:17](B(O)O)[CH:18]=[CH:19][CH:20]=1. (10) Given the product [CH2:1]([NH:4][C:5]1[CH:9]=[C:8]([C:10]2[CH:15]=[CH:14][N:13]=[CH:12][CH:11]=2)[S:7][C:6]=1[C:16]([NH2:23])=[O:18])[CH2:2][CH3:3], predict the reactants needed to synthesize it. The reactants are: [CH2:1]([NH:4][C:5]1[CH:9]=[C:8]([C:10]2[CH:15]=[CH:14][N:13]=[CH:12][CH:11]=2)[S:7][C:6]=1[C:16]([OH:18])=O)[CH2:2][CH3:3].[Cl-].[NH4+].C([N:23](CC)CC)C.ON1C2C=CC=CC=2N=N1.Cl.C(N=C=NCCCN(C)C)C.C(=O)([O-])O.[Na+].